From a dataset of Peptide-MHC class I binding affinity with 185,985 pairs from IEDB/IMGT. Regression. Given a peptide amino acid sequence and an MHC pseudo amino acid sequence, predict their binding affinity value. This is MHC class I binding data. (1) The peptide sequence is FLCKQYLNL. The MHC is HLA-A02:06 with pseudo-sequence HLA-A02:06. The binding affinity (normalized) is 0.352. (2) The peptide sequence is VHQVFGSVY. The MHC is HLA-A30:02 with pseudo-sequence HLA-A30:02. The binding affinity (normalized) is 0.573. (3) The peptide sequence is GTGVGKTSQ. The MHC is HLA-A24:02 with pseudo-sequence HLA-A24:02. The binding affinity (normalized) is 0.0817. (4) The peptide sequence is YLQQNWWTL. The MHC is HLA-B08:01 with pseudo-sequence HLA-B08:01. The binding affinity (normalized) is 0.922. (5) The peptide sequence is PYPQPQPQY. The MHC is HLA-A01:01 with pseudo-sequence HLA-A01:01. The binding affinity (normalized) is 0. (6) The peptide sequence is MEEEKRWI. The MHC is Mamu-B17 with pseudo-sequence Mamu-B17. The binding affinity (normalized) is 0. (7) The peptide sequence is ALAVLSKCY. The MHC is HLA-B58:01 with pseudo-sequence HLA-B58:01. The binding affinity (normalized) is 0.213.